Dataset: Peptide-MHC class I binding affinity with 185,985 pairs from IEDB/IMGT. Task: Regression. Given a peptide amino acid sequence and an MHC pseudo amino acid sequence, predict their binding affinity value. This is MHC class I binding data. The peptide sequence is RPQLWRYRW. The binding affinity (normalized) is 0.0847. The MHC is HLA-A02:06 with pseudo-sequence HLA-A02:06.